From a dataset of Catalyst prediction with 721,799 reactions and 888 catalyst types from USPTO. Predict which catalyst facilitates the given reaction. (1) Reactant: [O:1]1[CH2:6][CH2:5][N:4]([C:7]2[CH:8]=[C:9]([OH:17])[C:10]3[N:11]=[CH:12][CH:13]=[N:14][C:15]=3[CH:16]=2)[CH2:3][CH2:2]1.CS(O[C@H:23]1[CH2:28][CH2:27][C@H:26]([NH:29][C:30]2[N:35]=[CH:34][C:33]([Br:36])=[CH:32][N:31]=2)[CH2:25][CH2:24]1)(=O)=O. Product: [Br:36][C:33]1[CH:34]=[N:35][C:30]([NH:29][C@H:26]2[CH2:27][CH2:28][C@@H:23]([O:17][C:9]3[CH:8]=[C:7]([N:4]4[CH2:5][CH2:6][O:1][CH2:2][CH2:3]4)[CH:16]=[C:15]4[C:10]=3[N:11]=[CH:12][CH:13]=[N:14]4)[CH2:24][CH2:25]2)=[N:31][CH:32]=1. The catalyst class is: 225. (2) Reactant: [CH:1]1([NH:4][C:5]([C:7]2[CH:12]=[CH:11][C:10]([C:13]3[N:17]4[CH:18]=[C:19]([C:36]5[CH:41]=[CH:40][CH:39]=[CH:38][CH:37]=5)[N:20]=[C:21]([NH:22][CH2:23][CH2:24][C:25]#[C:26][CH2:27][NH:28]C(=O)OC(C)(C)C)[C:16]4=[N:15][CH:14]=3)=[CH:9][CH:8]=2)=[O:6])[CH2:3][CH2:2]1.FC(F)(F)C(O)=O. Product: [NH2:28][CH2:27][C:26]#[C:25][CH2:24][CH2:23][NH:22][C:21]1[C:16]2[N:17]([C:13]([C:10]3[CH:9]=[CH:8][C:7]([C:5]([NH:4][CH:1]4[CH2:3][CH2:2]4)=[O:6])=[CH:12][CH:11]=3)=[CH:14][N:15]=2)[CH:18]=[C:19]([C:36]2[CH:37]=[CH:38][CH:39]=[CH:40][CH:41]=2)[N:20]=1. The catalyst class is: 4.